From a dataset of Forward reaction prediction with 1.9M reactions from USPTO patents (1976-2016). Predict the product of the given reaction. (1) Given the reactants [C:1]([O:5][C:6]([N:8]1[CH2:13][CH2:12][CH:11]([C:14]2[CH:19]=[CH:18][C:17]([C:20](O)=[O:21])=[CH:16][CH:15]=2)[CH2:10][CH2:9]1)=[O:7])([CH3:4])([CH3:3])[CH3:2].ClC(N(C)C)=C(C)C.C[Si]([N-][Si](C)(C)C)(C)C.[Li+].[NH2:41][C:42]1[N:47]=[CH:46][CH:45]=[CH:44][N:43]=1, predict the reaction product. The product is: [C:1]([O:5][C:6]([N:8]1[CH2:9][CH2:10][CH:11]([C:14]2[CH:15]=[CH:16][C:17]([C:20](=[O:21])[NH:41][C:42]3[N:47]=[CH:46][CH:45]=[CH:44][N:43]=3)=[CH:18][CH:19]=2)[CH2:12][CH2:13]1)=[O:7])([CH3:3])([CH3:2])[CH3:4]. (2) Given the reactants [F:1][C:2]([F:26])([F:25])[O:3][C:4]1[CH:9]=[CH:8][C:7]([CH:10]2[CH2:15][NH:14][CH2:13][CH:12]([NH:16][C:17](=[O:24])[C:18]3[CH:23]=[CH:22][CH:21]=[CH:20][CH:19]=3)[CH2:11]2)=[CH:6][CH:5]=1.C(N(CC)CC)C.[C:34](Cl)(=[O:45])[O:35][C:36]1[CH:41]=[CH:40][C:39]([N+:42]([O-:44])=[O:43])=[CH:38][CH:37]=1.C(=O)(O)[O-].[Na+], predict the reaction product. The product is: [C:18]1([C:17]([NH:16][CH:12]2[CH2:11][CH:10]([C:7]3[CH:6]=[CH:5][C:4]([O:3][C:2]([F:1])([F:25])[F:26])=[CH:9][CH:8]=3)[CH2:15][N:14]([C:34]([O:35][C:36]3[CH:37]=[CH:38][C:39]([N+:42]([O-:44])=[O:43])=[CH:40][CH:41]=3)=[O:45])[CH2:13]2)=[O:24])[CH:19]=[CH:20][CH:21]=[CH:22][CH:23]=1. (3) Given the reactants [OH-].[K+].[F:3][C:4]1([F:15])[CH2:9][CH2:8][C:7](=[CH:10][C:11]([O:13]C)=[O:12])[CH2:6][CH2:5]1, predict the reaction product. The product is: [F:3][C:4]1([F:15])[CH2:5][CH2:6][C:7](=[CH:10][C:11]([OH:13])=[O:12])[CH2:8][CH2:9]1. (4) The product is: [C:1]([O:5][C:6](=[O:14])[NH:7][C:8]1[CH:9]=[N:10][CH:11]=[CH:12][C:13]=1[I:20])([CH3:4])([CH3:2])[CH3:3]. Given the reactants [C:1]([O:5][C:6](=[O:14])[NH:7][C:8]1[CH:9]=[N:10][CH:11]=[CH:12][CH:13]=1)([CH3:4])([CH3:3])[CH3:2].C([Li])(C)(C)C.[I:20]I.[NH4+].[Cl-], predict the reaction product. (5) Given the reactants COC(=O)C[C:5](=[O:34])[N:6]([CH2:9][C:10]1[CH:15]=[C:14]([C:16](=[O:22])[NH:17][O:18][CH2:19][CH2:20][OH:21])[C:13]([NH:23][C:24]2[CH:29]=[CH:28][C:27]([I:30])=[CH:26][C:25]=2[F:31])=[C:12]([F:32])[C:11]=1[F:33])[O:7][CH3:8].[CH3:36][O-:37].[Na+], predict the reaction product. The product is: [F:32][C:12]1[C:13]([NH:23][C:24]2[CH:29]=[CH:28][C:27]([I:30])=[CH:26][C:25]=2[F:31])=[C:14]([CH:15]=[C:10]([CH2:9][N:6]([C:5](=[O:34])[CH2:36][OH:37])[O:7][CH3:8])[C:11]=1[F:33])[C:16]([NH:17][O:18][CH2:19][CH2:20][OH:21])=[O:22].